From a dataset of Reaction yield outcomes from USPTO patents with 853,638 reactions. Predict the reaction yield, written as a fraction of the theoretical maximum amount of product (1.0 means a 100% yield; for example, 0.34 means a 34% yield). (1) The reactants are [OH-].[Na+].[CH2:3]([O:10][C:11]1[CH:16]=[CH:15][C:14]([CH:17]([OH:23])[CH2:18][NH:19][CH2:20][CH2:21][CH3:22])=[CH:13][CH:12]=1)[C:4]1[CH:9]=[CH:8][CH:7]=[CH:6][CH:5]=1.Cl[CH2:25][C:26](Cl)=[O:27].[OH-].[K+]. The catalyst is O.ClCCl.C(O)(C)C. The product is [CH2:3]([O:10][C:11]1[CH:12]=[CH:13][C:14]([CH:17]2[CH2:18][N:19]([CH2:20][CH2:21][CH3:22])[C:26](=[O:27])[CH2:25][O:23]2)=[CH:15][CH:16]=1)[C:4]1[CH:5]=[CH:6][CH:7]=[CH:8][CH:9]=1. The yield is 0.670. (2) The reactants are [F:1][C:2]1[CH:7]=[CH:6][C:5]([C:8]2[CH:9]=[C:10]3[C:15](=[CH:16][CH:17]=2)[CH:14]=[C:13]([S:18]([O-:20])=[O:19])[CH:12]=[CH:11]3)=[CH:4][CH:3]=1.[Na+].I[C:23]1[CH:32]=[CH:31][CH:30]=[CH:29][C:24]=1[C:25]([O:27][CH3:28])=[O:26]. No catalyst specified. The product is [F:1][C:2]1[CH:7]=[CH:6][C:5]([C:8]2[CH:9]=[C:10]3[C:15](=[CH:16][CH:17]=2)[CH:14]=[C:13]([S:18]([C:23]2[CH:32]=[CH:31][CH:30]=[CH:29][C:24]=2[C:25]([O:27][CH3:28])=[O:26])(=[O:20])=[O:19])[CH:12]=[CH:11]3)=[CH:4][CH:3]=1. The yield is 0.580. (3) The product is [OH:23][C:22]1[CH:24]=[CH:25][CH:26]=[CH:27][C:21]=1[C:20]([NH:1][CH2:2][CH2:3][NH:4][C:5](=[O:14])[O:6][CH2:7][C:8]1[CH:9]=[CH:10][CH:11]=[CH:12][CH:13]=1)=[O:28]. The catalyst is C(OCC)(=O)C. The reactants are [NH2:1][CH2:2][CH2:3][NH:4][C:5](=[O:14])[O:6][CH2:7][C:8]1[CH:13]=[CH:12][CH:11]=[CH:10][CH:9]=1.N1C=CN=C1.[C:20](O)(=[O:28])[C:21]1[C:22](=[CH:24][CH:25]=[CH:26][CH:27]=1)[OH:23].C1CCC(N=C=NC2CCCCC2)CC1. The yield is 0.660. (4) The reactants are [CH3:1][O:2][C:3](=[O:13])[C:4]1[CH:9]=[CH:8][C:7]([C:10](=[O:12])[CH3:11])=[CH:6][CH:5]=1.[BH4-].[Na+]. The catalyst is CO. The product is [CH3:1][O:2][C:3](=[O:13])[C:4]1[CH:9]=[CH:8][C:7]([CH:10]([OH:12])[CH3:11])=[CH:6][CH:5]=1. The yield is 0.990. (5) The reactants are Br[C:2]1[CH:3]=[CH:4][C:5]2[N:9]=[C:8]([C:10]3[CH:15]=[CH:14][C:13]([C:16]4[C:21]([Cl:22])=[CH:20][CH:19]=[CH:18][N:17]=4)=[CH:12][CH:11]=3)[NH:7][C:6]=2[CH:23]=1.CN(C(C(C)C)C)C.C[Si](C)(C)CCOCCl.[NH:41]1[CH2:46][CH2:45][O:44][CH2:43][CH2:42]1.C(P(C(C)(C)C)C1C=CC=CC=1C1C=CC=CC=1)(C)(C)C. The catalyst is ClCCl.C1(C)C=CC=CC=1.C(OCC)(=O)C. The product is [Cl:22][C:21]1[C:16]([C:13]2[CH:14]=[CH:15][C:10]([C:8]3[NH:7][C:6]4[CH:23]=[C:2]([N:41]5[CH2:46][CH2:45][O:44][CH2:43][CH2:42]5)[CH:3]=[CH:4][C:5]=4[N:9]=3)=[CH:11][CH:12]=2)=[N:17][CH:18]=[CH:19][CH:20]=1. The yield is 0.700. (6) The reactants are [CH2:1]([O:8][C:9]1[C:13]([CH2:14][C:15]([OH:17])=[O:16])=[CH:12][N:11]([CH:18]2[CH2:23][CH2:22][CH2:21][CH2:20][CH2:19]2)[N:10]=1)[C:2]1[CH:7]=[CH:6][CH:5]=[CH:4][CH:3]=1.Cl.[CH3:25]O. No catalyst specified. The product is [CH2:1]([O:8][C:9]1[C:13]([CH2:14][C:15]([O:17][CH3:25])=[O:16])=[CH:12][N:11]([CH:18]2[CH2:23][CH2:22][CH2:21][CH2:20][CH2:19]2)[N:10]=1)[C:2]1[CH:3]=[CH:4][CH:5]=[CH:6][CH:7]=1. The yield is 0.240. (7) The reactants are [CH:1]1([C:4]2[NH:8][N:7]=[C:6]([NH:9][C:10]3[C:15]([NH2:16])=[CH:14][N:13]=[C:12]([NH:17][C@H:18]([C:20]4[CH:25]=[CH:24][C:23]([F:26])=[CH:22][CH:21]=4)[CH3:19])[CH:11]=3)[CH:5]=2)[CH2:3][CH2:2]1.[C:27](O)(=O)C.C(N)=N.C([O-])(O)=O.[Na+].CCOC(C)=O. The catalyst is CCO. The product is [CH:1]1([C:4]2[NH:8][N:7]=[C:6]([N:9]3[C:10]4[CH:11]=[C:12]([NH:17][C@H:18]([C:20]5[CH:21]=[CH:22][C:23]([F:26])=[CH:24][CH:25]=5)[CH3:19])[N:13]=[CH:14][C:15]=4[N:16]=[CH:27]3)[CH:5]=2)[CH2:3][CH2:2]1. The yield is 0.600. (8) The reactants are Cl[C:2]1[CH:12]=[CH:11][C:5]([C:6]([O:8]CC)=[O:7])=[CH:4][N:3]=1.[O:13]1[CH2:17][CH2:16][CH2:15][CH:14]1[CH2:18][OH:19]. No catalyst specified. The product is [O:13]1[CH2:17][CH2:16][CH2:15][CH:14]1[CH2:18][O:19][C:2]1[CH:12]=[CH:11][C:5]([C:6]([OH:8])=[O:7])=[CH:4][N:3]=1. The yield is 0.240. (9) The reactants are [Cl-].O[NH3+:3].[C:4](=[O:7])([O-])[OH:5].[Na+].CS(C)=O.[F:13][C:14]1[CH:15]=[C:16]([C:40]2[C:41]([C:46]#[N:47])=[CH:42][CH:43]=[CH:44][CH:45]=2)[CH:17]=[CH:18][C:19]=1[CH2:20][C:21]1[C:22](=[O:39])[N:23]([C:33]2[CH:38]=[CH:37][CH:36]=[CH:35][CH:34]=2)[C:24]2[N:25]([N:30]=[CH:31][N:32]=2)[C:26]=1[CH2:27][CH2:28][CH3:29]. The catalyst is C(OCC)(=O)C. The product is [F:13][C:14]1[CH:15]=[C:16]([C:40]2[CH:45]=[CH:44][CH:43]=[CH:42][C:41]=2[C:46]2[NH:3][C:4](=[O:7])[O:5][N:47]=2)[CH:17]=[CH:18][C:19]=1[CH2:20][C:21]1[C:22](=[O:39])[N:23]([C:33]2[CH:38]=[CH:37][CH:36]=[CH:35][CH:34]=2)[C:24]2[N:25]([N:30]=[CH:31][N:32]=2)[C:26]=1[CH2:27][CH2:28][CH3:29]. The yield is 0.480. (10) The reactants are CCN(C(C)C)C(C)C.[C:10]1([N:16]2[C:20]([C:21]([F:24])([F:23])[F:22])=[C:19]([C:25]([OH:27])=O)[CH:18]=[N:17]2)[CH:15]=[CH:14][CH:13]=[CH:12][CH:11]=1.C1C=CC2N(O)N=NC=2C=1.CCN=C=NCCCN(C)C.Cl.[NH2:50][CH2:51][C:52]([N:54]1[CH2:59][CH2:58][N:57]([C:60](=[O:72])[C:61]2[CH:66]=[C:65]([F:67])[CH:64]=[CH:63][C:62]=2[C:68]([F:71])([F:70])[F:69])[CH2:56][CH2:55]1)=[O:53]. The catalyst is CN(C=O)C.O. The product is [F:67][C:65]1[CH:64]=[CH:63][C:62]([C:68]([F:70])([F:69])[F:71])=[C:61]([CH:66]=1)[C:60]([N:57]1[CH2:58][CH2:59][N:54]([C:52](=[O:53])[CH2:51][NH:50][C:25]([C:19]2[CH:18]=[N:17][N:16]([C:10]3[CH:11]=[CH:12][CH:13]=[CH:14][CH:15]=3)[C:20]=2[C:21]([F:22])([F:23])[F:24])=[O:27])[CH2:55][CH2:56]1)=[O:72]. The yield is 0.276.